Dataset: Catalyst prediction with 721,799 reactions and 888 catalyst types from USPTO. Task: Predict which catalyst facilitates the given reaction. (1) Reactant: [Br:1][C:2]1[CH:7]=[CH:6][C:5]([CH2:8][S:9]([CH:12]=[CH2:13])(=[O:11])=[O:10])=[CH:4][CH:3]=1.[CH3:14][C@H:15]([NH2:18])[CH2:16][CH3:17]. Product: [Br:1][C:2]1[CH:3]=[CH:4][C:5]([CH2:8][S:9]([CH2:12][CH2:13][NH:18][C@H:15]([CH2:16][CH3:17])[CH3:14])(=[O:11])=[O:10])=[CH:6][CH:7]=1. The catalyst class is: 2. (2) Reactant: [Cl:1][C:2]1[CH:7]=[CH:6][C:5]([C:8](=[O:17])[CH2:9][CH2:10][C:11]2[CH:16]=[CH:15][CH:14]=[CH:13][CH:12]=2)=[C:4]([NH:18][C:19]2[CH:24]=[CH:23][CH:22]=[C:21]([N:25]3[C:29]([CH3:30])=[CH:28][CH:27]=[C:26]3[CH3:31])[N:20]=2)[CH:3]=1.C[Si]([N-:36][Si](C)(C)C)(C)C.[Na+].[CH2:42]1[CH2:46][O:45][CH2:44][CH2:43]1. Product: [CH2:10]([C:9]1[C:8](=[O:17])[C:5]2[C:4](=[CH:3][C:2]([Cl:1])=[CH:7][CH:6]=2)[N:18]([C:19]2[CH:24]=[CH:23][CH:22]=[C:21]([N:25]3[C:26]([CH3:31])=[CH:27][CH:28]=[C:29]3[CH3:30])[N:20]=2)[C:43]=1[C:44]1[O:45][CH:46]=[CH:42][N:36]=1)[C:11]1[CH:12]=[CH:13][CH:14]=[CH:15][CH:16]=1. The catalyst class is: 173. (3) Reactant: [CH2:1]([C:3]1[C:12]2[C:7](=[CH:8][C:9]([O:15][CH3:16])=[C:10]([O:13][CH3:14])[CH:11]=2)[CH:6]=[C:5]([OH:17])[N:4]=1)[CH3:2].[OH-].[K+].Cl[CH2:21][C:22]1[CH:34]=[CH:33][C:25]2[O:26][C:27]3[CH:32]=[CH:31][CH:30]=[CH:29][C:28]=3[C:24]=2[CH:23]=1. Product: [CH:23]1[C:24]2[C:28]3[CH:29]=[CH:30][CH:31]=[CH:32][C:27]=3[O:26][C:25]=2[CH:33]=[CH:34][C:22]=1[CH2:21][C:6]1[C:7]2[C:12](=[CH:11][C:10]([O:13][CH3:14])=[C:9]([O:15][CH3:16])[CH:8]=2)[C:3]([CH2:1][CH3:2])=[N:4][C:5]=1[OH:17]. The catalyst class is: 308. (4) Reactant: FC(F)(F)C(O)=O.[Cl:8][C:9]1[C:10]([F:42])=[C:11]([CH:39]=[CH:40][CH:41]=1)[NH:12][C:13]1[C:22]2[C:17](=[CH:18][C:19]([O:37][CH3:38])=[C:20]([O:23][CH:24]3[CH2:29][CH2:28][CH2:27][N:26](C(OC(C)(C)C)=O)[CH2:25]3)[CH:21]=2)[N:16]=[CH:15][N:14]=1. Product: [Cl:8][C:9]1[C:10]([F:42])=[C:11]([CH:39]=[CH:40][CH:41]=1)[NH:12][C:13]1[C:22]2[C:17](=[CH:18][C:19]([O:37][CH3:38])=[C:20]([O:23][CH:24]3[CH2:29][CH2:28][CH2:27][NH:26][CH2:25]3)[CH:21]=2)[N:16]=[CH:15][N:14]=1. The catalyst class is: 2. (5) Reactant: [CH3:1][C:2]1[CH:3]=[C:4]([NH:9][C:10]2[CH:15]=[CH:14][CH:13]=[CH:12][CH:11]=2)[C:5]([NH2:8])=[CH:6][CH:7]=1.[C:16]([O:20][C:21]([NH:23][C@@H:24]([CH3:28])[C:25](O)=O)=[O:22])([CH3:19])([CH3:18])[CH3:17].C1C=NC2N(O)N=NC=2C=1.Cl.CN(C)CCCN=C=NCC.CN1CCOCC1. Product: [C:16]([O:20][C:21](=[O:22])[NH:23][C@H:24]([C:25]1[N:9]([C:10]2[CH:11]=[CH:12][CH:13]=[CH:14][CH:15]=2)[C:4]2[CH:3]=[C:2]([CH3:1])[CH:7]=[CH:6][C:5]=2[N:8]=1)[CH3:28])([CH3:19])([CH3:18])[CH3:17]. The catalyst class is: 2.